Predict the reaction yield, written as a fraction of the theoretical maximum amount of product (1.0 means a 100% yield; for example, 0.34 means a 34% yield). From a dataset of Reaction yield outcomes from USPTO patents with 853,638 reactions. The reactants are Br[C:2]1[CH:3]=[C:4]2[C:14](=[CH:15][CH:16]=1)[O:13][C:7]1([CH2:12][CH2:11][CH2:10][O:9][CH2:8]1)[CH2:6][C:5]12[N:20]=[C:19]([NH2:21])[C:18]([CH3:22])=[N:17]1.[Cl:23][C:24]1[CH:25]=[C:26](B(O)O)[CH:27]=[CH:28][C:29]=1[F:30]. No catalyst specified. The product is [Cl:23][C:24]1[CH:25]=[C:26]([C:2]2[CH:3]=[C:4]3[C:14](=[CH:15][CH:16]=2)[O:13][C:7]2([CH2:12][CH2:11][CH2:10][O:9][CH2:8]2)[CH2:6][C:5]23[N:20]=[C:19]([NH2:21])[C:18]([CH3:22])=[N:17]2)[CH:27]=[CH:28][C:29]=1[F:30]. The yield is 0.380.